From a dataset of Forward reaction prediction with 1.9M reactions from USPTO patents (1976-2016). Predict the product of the given reaction. (1) The product is: [Cl:1][C:2]1[CH:3]=[CH:4][C:5]([NH:8][C:9]([CH:11]2[CH2:16][C:15]([O:17][CH3:18])([O:19][CH3:20])[CH2:14][N:13]([C:29](=[O:30])[C:28]3[CH:32]=[CH:33][CH:34]=[C:26]([C:22]4[O:21][CH:25]=[CH:24][CH:23]=4)[CH:27]=3)[CH2:12]2)=[O:10])=[CH:6][CH:7]=1. Given the reactants [Cl:1][C:2]1[CH:7]=[CH:6][C:5]([NH:8][C:9]([CH:11]2[CH2:16][C:15]([O:19][CH3:20])([O:17][CH3:18])[CH2:14][NH:13][CH2:12]2)=[O:10])=[CH:4][CH:3]=1.[O:21]1[CH:25]=[CH:24][CH:23]=[C:22]1[C:26]1[CH:27]=[C:28]([CH:32]=[CH:33][CH:34]=1)[C:29](O)=[O:30].C(N(CC)C(C)C)(C)C.Cl.C(N=C=NCCCN(C)C)C, predict the reaction product. (2) Given the reactants [CH3:1][N:2]1[C@@H:19]2[CH2:20][C:7]3=[CH:8][CH:9]=[C:10]([OH:22])[C:11]4[O:12][C@H:13]5[C:14]([CH2:16][CH2:17][C@:18]2([OH:21])[C@:5]5([C:6]=43)[CH2:4][CH2:3]1)=[O:15].O.[ClH:24], predict the reaction product. The product is: [CH3:1][N:2]1[C@@H:19]2[CH2:20][C:7]3=[CH:8][CH:9]=[C:10]([OH:22])[C:11]4[O:12][C@H:13]5[C:14]([CH2:16][CH2:17][C@:18]2([OH:21])[C@:5]5([C:6]=43)[CH2:4][CH2:3]1)=[O:15].[ClH:24]. (3) Given the reactants CC(OI1(OC(C)=O)(OC(C)=O)OC(=O)C2C=CC=CC1=2)=O.[CH3:23][S:24]([N:27]1[CH2:32][CH2:31][C:30]2[N:33]([CH2:46][CH2:47][CH2:48][OH:49])[N:34]=[C:35]([C:36]3[CH:41]=[CH:40][C:39]([C:42]([F:45])([F:44])[F:43])=[CH:38][CH:37]=3)[C:29]=2[CH2:28]1)(=[O:26])=[O:25].[O-]S([O-])(=S)=O.[Na+].[Na+], predict the reaction product. The product is: [CH3:23][S:24]([N:27]1[CH2:32][CH2:31][C:30]2[N:33]([CH2:46][CH2:47][CH:48]=[O:49])[N:34]=[C:35]([C:36]3[CH:37]=[CH:38][C:39]([C:42]([F:43])([F:44])[F:45])=[CH:40][CH:41]=3)[C:29]=2[CH2:28]1)(=[O:26])=[O:25]. (4) Given the reactants Br[CH2:2][CH2:3][O:4][C:5](=[O:7])[CH3:6].C(=O)([O-])[O-].[K+].[K+].[OH:14][CH:15]1[CH2:20][CH2:19][NH:18][CH2:17][CH2:16]1, predict the reaction product. The product is: [CH2:3]([O:4][C:5](=[O:7])[CH2:6][N:18]1[CH2:19][CH2:20][CH:15]([OH:14])[CH2:16][CH2:17]1)[CH3:2]. (5) Given the reactants CO[C:3]([O:6][CH3:7])([CH3:5])[CH3:4].OC[C@@H:10]1[NH:14][C:13](=[O:15])[CH2:12][CH2:11]1, predict the reaction product. The product is: [CH3:5][C:3]1([CH3:4])[N:14]2[C:13](=[O:15])[CH2:12][CH2:11][C@@H:10]2[CH2:7][O:6]1. (6) The product is: [OH:67][C@@H:64]1[C@H:61]2[N:62]([C:51](=[O:53])[C@@H:50]([NH:49][C:47](=[O:48])[O:46][C:42]([CH3:43])([CH3:44])[CH3:45])[C:54]([CH3:57])([CH3:56])[CH3:55])[CH2:63][C@@H:59]([CH3:58])[C@H:60]2[O:66][CH2:65]1. Given the reactants CN1CCOCC1.F[P-](F)(F)(F)(F)F.N1(OC(N(C)C)=[N+](C)C)C2C=CC=CC=2N=N1.ON1C2C=CC=CC=2N=N1.[C:42]([O:46][C:47]([NH:49][C@@H:50]([C:54]([CH3:57])([CH3:56])[CH3:55])[C:51]([OH:53])=O)=[O:48])([CH3:45])([CH3:44])[CH3:43].[CH3:58][C@@H:59]1[CH2:63][NH:62][C@@H:61]2[C@@H:64]([OH:67])[CH2:65][O:66][C@H:60]12, predict the reaction product. (7) Given the reactants [Cl:1][C:2]1[CH:7]=[CH:6][C:5]([C:8]2[CH:13]=[CH:12][N:11]3[C:14](=[O:30])[N:15]([CH2:17][C:18]4[C:19]([CH2:28][OH:29])=[N:20][C:21]([C:24]([F:27])([F:26])[F:25])=[CH:22][CH:23]=4)[N:16]=[C:10]3[C:9]=2[C:31]2[CH:36]=[CH:35][N:34]=[CH:33][CH:32]=2)=[CH:4][CH:3]=1.CC(OI1(OC(C)=O)(OC(C)=O)OC(=O)C2C1=CC=CC=2)=O, predict the reaction product. The product is: [Cl:1][C:2]1[CH:3]=[CH:4][C:5]([C:8]2[CH:13]=[CH:12][N:11]3[C:14](=[O:30])[N:15]([CH2:17][C:18]4[C:19]([CH:28]=[O:29])=[N:20][C:21]([C:24]([F:26])([F:27])[F:25])=[CH:22][CH:23]=4)[N:16]=[C:10]3[C:9]=2[C:31]2[CH:32]=[CH:33][N:34]=[CH:35][CH:36]=2)=[CH:6][CH:7]=1. (8) Given the reactants [CH:1]([N:4]([CH2:25][C@@H:26]1[C@H:30]2[O:31]C(C)(C)[O:33][C@H:29]2[C@H:28]([N:36]2[CH:44]=[N:43][C:42]3[C:37]2=[N:38][CH:39]=[N:40][C:41]=3[NH2:45])[O:27]1)[CH:5]1[CH2:8][CH:7]([CH2:9][CH2:10][C:11]2[NH:15][C:14]3[CH:16]=[CH:17][C:18]([C:20]4([CH3:24])[CH2:23][CH2:22][CH2:21]4)=[CH:19][C:13]=3[N:12]=2)[CH2:6]1)([CH3:3])[CH3:2].FC(F)(F)C(O)=O.O, predict the reaction product. The product is: [NH2:45][C:41]1[N:40]=[CH:39][N:38]=[C:37]2[C:42]=1[N:43]=[CH:44][N:36]2[C@H:28]1[C@H:29]([OH:33])[C@H:30]([OH:31])[C@@H:26]([CH2:25][N:4]([CH:1]([CH3:3])[CH3:2])[CH:5]2[CH2:6][CH:7]([CH2:9][CH2:10][C:11]3[NH:15][C:14]4[CH:16]=[CH:17][C:18]([C:20]5([CH3:24])[CH2:23][CH2:22][CH2:21]5)=[CH:19][C:13]=4[N:12]=3)[CH2:8]2)[O:27]1. (9) Given the reactants [Br:1][C:2]1[CH:7]=[CH:6][C:5]([C@:8]([NH:32][C@H:33]([C:39]([OH:41])=[O:40])[CH2:34][C:35]([F:38])([CH3:37])[CH3:36])([C:28]([F:31])([F:30])[F:29])[C:9]#[C:10][CH2:11][CH2:12][CH2:13][C@H:14]2[CH2:18][O:17]C(C)(C)[N:15]2C(OC(C)(C)C)=O)=[CH:4][CH:3]=1.FC(F)(F)C(O)=O, predict the reaction product. The product is: [NH2:15][C@H:14]([CH2:18][OH:17])[CH2:13][CH2:12][CH2:11][C:10]#[C:9][C@:8]([NH:32][C@H:33]([C:39]([OH:41])=[O:40])[CH2:34][C:35]([F:38])([CH3:37])[CH3:36])([C:5]1[CH:4]=[CH:3][C:2]([Br:1])=[CH:7][CH:6]=1)[C:28]([F:30])([F:29])[F:31].